This data is from Full USPTO retrosynthesis dataset with 1.9M reactions from patents (1976-2016). The task is: Predict the reactants needed to synthesize the given product. (1) Given the product [Br:1][C:2]1[CH:3]=[C:4]([CH:5]2[O:13][CH2:12][CH2:11][O:6]2)[CH:7]=[C:8]([Br:10])[CH:9]=1, predict the reactants needed to synthesize it. The reactants are: [Br:1][C:2]1[CH:3]=[C:4]([CH:7]=[C:8]([Br:10])[CH:9]=1)[CH:5]=[O:6].[CH2:11](O)[CH2:12][OH:13]. (2) Given the product [CH2:1]([N:3]1[C:4]2[CH:8]=[C:7]([C:9]3[CH:14]=[CH:13][N:12]=[CH:11][CH:10]=3)[S:6][C:5]=2[C:15](=[O:16])[NH:17][C:18]21[CH2:23][CH2:22][CH2:21][CH2:20][CH2:19]2)[CH3:2], predict the reactants needed to synthesize it. The reactants are: [CH2:1]([NH:3][C:4]1[CH:8]=[C:7]([C:9]2[CH:14]=[CH:13][N:12]=[CH:11][CH:10]=2)[S:6][C:5]=1[C:15]([NH2:17])=[O:16])[CH3:2].[C:18]1(=O)[CH2:23][CH2:22][CH2:21][CH2:20][CH2:19]1.O.C1(C)C=CC(S(O)(=O)=O)=CC=1.C(=O)([O-])O.[Na+]. (3) The reactants are: [C:1]1([C:7]2([CH2:20][O:21][CH2:22][C:23]3[CH:28]=[C:27]([N:29]4[C:33]([C:34]([F:37])([F:36])[F:35])=[N:32][N:31]=[N:30]4)[CH:26]=[C:25]([C:38]([F:41])([F:40])[F:39])[CH:24]=3)[CH2:12][CH2:11][N:10](C(OC(C)(C)C)=O)[CH2:9][CH2:8]2)[CH:6]=[CH:5][CH:4]=[CH:3][CH:2]=1. Given the product [C:1]1([C:7]2([CH2:20][O:21][CH2:22][C:23]3[CH:28]=[C:27]([N:29]4[C:33]([C:34]([F:37])([F:36])[F:35])=[N:32][N:31]=[N:30]4)[CH:26]=[C:25]([C:38]([F:39])([F:41])[F:40])[CH:24]=3)[CH2:8][CH2:9][NH:10][CH2:11][CH2:12]2)[CH:6]=[CH:5][CH:4]=[CH:3][CH:2]=1, predict the reactants needed to synthesize it.